The task is: Predict which catalyst facilitates the given reaction.. This data is from Catalyst prediction with 721,799 reactions and 888 catalyst types from USPTO. Reactant: [C:9](O[C:9]([O:11][C:12]([CH3:15])([CH3:14])[CH3:13])=[O:10])([O:11][C:12]([CH3:15])([CH3:14])[CH3:13])=[O:10].Cl.[CH3:17][O:18][C:19](=[O:27])[C@@H:20]([NH2:26])[C@H:21]([N:23]=[N+:24]=[N-:25])[CH3:22].CCN(C(C)C)C(C)C. Product: [CH3:17][O:18][C:19](=[O:27])[C@:20]([NH2:26])([C:9]([O:11][C:12]([CH3:13])([CH3:14])[CH3:15])=[O:10])[C@H:21]([N:23]=[N+:24]=[N-:25])[CH3:22]. The catalyst class is: 41.